This data is from Catalyst prediction with 721,799 reactions and 888 catalyst types from USPTO. The task is: Predict which catalyst facilitates the given reaction. Reactant: [CH3:1][C:2]1[C:3]2[N:4]([CH:8]=[C:9]([CH:11]=O)[N:10]=2)[CH:5]=[CH:6][CH:7]=1.[CH3:13][O:14][C:15]1[CH:16]=[C:17]([CH:19]=[CH:20][CH:21]=1)[NH2:18]. Product: [CH3:13][O:14][C:15]1[CH:16]=[C:17]([CH:19]=[CH:20][CH:21]=1)[N:18]=[CH:11][C:9]1[N:10]=[C:3]2[C:2]([CH3:1])=[CH:7][CH:6]=[CH:5][N:4]2[CH:8]=1. The catalyst class is: 8.